From a dataset of Full USPTO retrosynthesis dataset with 1.9M reactions from patents (1976-2016). Predict the reactants needed to synthesize the given product. (1) Given the product [F:17][C:12]1[CH:11]=[C:10]([C:7]([F:9])([F:8])[C:6]([OH:18])=[O:5])[CH:15]=[CH:14][C:13]=1[F:16], predict the reactants needed to synthesize it. The reactants are: [OH-].[K+].C([O:5][C:6](=[O:18])[C:7]([C:10]1[CH:15]=[CH:14][C:13]([F:16])=[C:12]([F:17])[CH:11]=1)([F:9])[F:8])C. (2) Given the product [F:1][C:2]1[CH:14]=[C:13]([CH:12]=[C:4]([O:5][C:6]2[CH:7]=[N:8][CH:9]=[CH:10][CH:11]=2)[CH:3]=1)[NH2:15], predict the reactants needed to synthesize it. The reactants are: [F:1][C:2]1[CH:3]=[C:4]([CH:12]=[C:13]([N+:15]([O-])=O)[CH:14]=1)[O:5][C:6]1[CH:7]=[N:8][CH:9]=[CH:10][CH:11]=1. (3) Given the product [Cl:22][C:21]1[C:16]([C:11]2[CH:12]=[CH:13][C:14]([Cl:15])=[C:9]([NH:8][CH2:39][CH:40]3[CH2:41][CH2:42][O:43][CH2:44][CH2:45]3)[CH:10]=2)=[CH:17][C:18]([NH:23][C:24]([C@@H:26]2[CH2:31][CH2:30][CH2:29][NH:28][CH2:27]2)=[O:25])=[N:19][CH:20]=1, predict the reactants needed to synthesize it. The reactants are: C(OC([N:8]([CH2:39][CH:40]1[CH2:45][CH2:44][O:43][CH2:42][CH2:41]1)[C:9]1[CH:10]=[C:11]([C:16]2[C:21]([Cl:22])=[CH:20][N:19]=[C:18]([NH:23][C:24]([C@@H:26]3[CH2:31][CH2:30][CH2:29][N:28](C(OC(C)(C)C)=O)[CH2:27]3)=[O:25])[CH:17]=2)[CH:12]=[CH:13][C:14]=1[Cl:15])=O)(C)(C)C.Cl. (4) Given the product [F:1][C:2]1[CH:3]=[C:4]([CH:13]([NH:17][C:18]([N:20]2[CH2:25][C:24](=[O:26])[N:23]([CH2:27][O:28][CH2:29][CH2:30][Si:31]([CH3:34])([CH3:33])[CH3:32])[C:22]3[CH:35]=[C:36]([OH:42])[CH:37]=[N:38][C:21]2=3)=[O:19])[CH2:14][O:15][CH3:16])[CH:5]=[CH:6][C:7]=1[O:8][C:9]([F:12])([F:11])[F:10], predict the reactants needed to synthesize it. The reactants are: [F:1][C:2]1[CH:3]=[C:4]([CH:13]([NH:17][C:18]([N:20]2[CH2:25][C:24](=[O:26])[N:23]([CH2:27][O:28][CH2:29][CH2:30][Si:31]([CH3:34])([CH3:33])[CH3:32])[C:22]3[CH:35]=[C:36](I)[CH:37]=[N:38][C:21]2=3)=[O:19])[CH2:14][O:15][CH3:16])[CH:5]=[CH:6][C:7]=1[O:8][C:9]([F:12])([F:11])[F:10].CC1(C)C(C)(C)OB(B2OC(C)(C)C(C)(C)O2)[O:42]1.C([O-])(=O)C.[K+].[OH-].[Na+].OO.Cl. (5) Given the product [Cl:6][C:7]1[CH:8]=[C:9]([C:14]2([C:29]([F:30])([F:32])[F:31])[O:18][N:17]=[C:16]([C:19]3[CH:20]=[CH:21][C:22]([Cl:28])=[C:23]([CH:24]=3)[NH2:25])[CH2:15]2)[CH:10]=[C:11]([Cl:13])[CH:12]=1, predict the reactants needed to synthesize it. The reactants are: C(O)(=O)C.O.[Cl:6][C:7]1[CH:8]=[C:9]([C:14]2([C:29]([F:32])([F:31])[F:30])[O:18][N:17]=[C:16]([C:19]3[CH:20]=[CH:21][C:22]([Cl:28])=[C:23]([N+:25]([O-])=O)[CH:24]=3)[CH2:15]2)[CH:10]=[C:11]([Cl:13])[CH:12]=1. (6) Given the product [C:1]([O:5][C:6](=[O:32])[NH:7][C:8]1[S:9][C:10]2[C:29](=[O:31])[CH:30]=[CH:27][C:14]3[C:13](=[CH:17][N:16]([CH2:18][C:19]4[CH:20]=[CH:21][C:22]([O:25][CH3:26])=[CH:23][CH:24]=4)[N:15]=3)[C:11]=2[N:12]=1)([CH3:4])([CH3:2])[CH3:3], predict the reactants needed to synthesize it. The reactants are: [C:1]([O:5][C:6](=[O:32])[NH:7][C:8]1[S:9][C:10]([C:29](=[O:31])[CH3:30])=[C:11]([C:13]2[C:14]([CH:27]=O)=[N:15][N:16]([CH2:18][C:19]3[CH:24]=[CH:23][C:22]([O:25][CH3:26])=[CH:21][CH:20]=3)[CH:17]=2)[N:12]=1)([CH3:4])([CH3:3])[CH3:2].[OH-].[Na+]. (7) The reactants are: Br[C:2]1[CH:3]=[N:4][N:5]([CH2:7][CH2:8][N:9]2[CH2:13][CH2:12][CH2:11][C:10]2=[O:14])[CH:6]=1.[B:15]1([B:15]2[O:19][C:18]([CH3:21])([CH3:20])[C:17]([CH3:23])([CH3:22])[O:16]2)[O:19][C:18]([CH3:21])([CH3:20])[C:17]([CH3:23])([CH3:22])[O:16]1.CC([O-])=O.[K+]. Given the product [CH3:22][C:17]1([CH3:23])[C:18]([CH3:21])([CH3:20])[O:19][B:15]([C:2]2[CH:3]=[N:4][N:5]([CH2:7][CH2:8][N:9]3[CH2:13][CH2:12][CH2:11][C:10]3=[O:14])[CH:6]=2)[O:16]1, predict the reactants needed to synthesize it. (8) Given the product [CH3:35][O:36][C:37](=[O:38])[NH:39][C:40]1[NH:34][C:29]2[C:30]([N:33]=1)=[N:31][CH:32]=[C:27]([C:24]1[CH:25]=[CH:26][C:20]3[O:19][CH2:18][CH2:17][N:16]([C:10]4[C:9]([CH2:8][C:5]5[CH:4]=[CH:3][C:2]([F:1])=[CH:7][CH:6]=5)=[C:14]([CH3:15])[N:13]=[CH:12][N:11]=4)[CH2:22][C:21]=3[CH:23]=1)[CH:28]=2, predict the reactants needed to synthesize it. The reactants are: [F:1][C:2]1[CH:7]=[CH:6][C:5]([CH2:8][C:9]2[C:10]([N:16]3[CH2:22][C:21]4[CH:23]=[C:24]([C:27]5[CH:28]=[C:29]([NH2:34])[C:30]([NH2:33])=[N:31][CH:32]=5)[CH:25]=[CH:26][C:20]=4[O:19][CH2:18][CH2:17]3)=[N:11][CH:12]=[N:13][C:14]=2[CH3:15])=[CH:4][CH:3]=1.[CH3:35][O:36][C:37]([NH:39][C:40](=NC(OC)=O)SC)=[O:38]. (9) Given the product [C:51]([O:50][C:48]([N:42]1[CH2:41][C@@H:40]([CH3:55])[N:39]2[C@H:44]([CH2:45][C:46]3[C:38]2=[N:37][C:36]([CH2:56][O:57][CH2:58][CH:59]2[CH2:60][CH2:61]2)=[C:35]([CH2:33][OH:32])[CH:47]=3)[CH2:43]1)=[O:49])([CH3:52])([CH3:53])[CH3:54], predict the reactants needed to synthesize it. The reactants are: CCOC(C1N(C(OC(C)(C)C)=O)C2=NC=C(OC(=O)C3C=CC=CC=3)C=C2C=1)=O.C[O:32][C:33]([C:35]1[CH:47]=[C:46]2[C:38]([N:39]3[C@H:44]([CH2:45]2)[CH2:43][N:42]([C:48]([O:50][C:51]([CH3:54])([CH3:53])[CH3:52])=[O:49])[CH2:41][C@H:40]3[CH3:55])=[N:37][C:36]=1[CH2:56][O:57][CH2:58][CH:59]1[CH2:61][CH2:60]1)=O.[H-].C([Al+]CC(C)C)C(C)C.